This data is from Forward reaction prediction with 1.9M reactions from USPTO patents (1976-2016). The task is: Predict the product of the given reaction. (1) Given the reactants O[C:2]1[C:7]([N+:8]([O-:10])=[O:9])=[CH:6][C:5]([CH2:11][CH:12]([CH3:14])[CH3:13])=[CH:4][N:3]=1.P(Cl)(Cl)([Cl:17])=O.[Na].C(=O)([O-])O, predict the reaction product. The product is: [Cl:17][C:2]1[C:7]([N+:8]([O-:10])=[O:9])=[CH:6][C:5]([CH2:11][CH:12]([CH3:14])[CH3:13])=[CH:4][N:3]=1. (2) Given the reactants [I:1][C:2]1[CH:7]=[CH:6][C:5]([CH2:8][C:9]2[C:10](=[O:17])[NH:11][NH:12][C:13]=2[CH:14]([CH3:16])[CH3:15])=[CH:4][CH:3]=1.N1C=CN=C1.[CH:23]([Si:26](Cl)([CH:30]([CH3:32])[CH3:31])[CH:27]([CH3:29])[CH3:28])([CH3:25])[CH3:24].O, predict the reaction product. The product is: [I:1][C:2]1[CH:7]=[CH:6][C:5]([CH2:8][C:9]2[C:10]([O:17][Si:26]([CH:30]([CH3:32])[CH3:31])([CH:27]([CH3:29])[CH3:28])[CH:23]([CH3:25])[CH3:24])=[N:11][NH:12][C:13]=2[CH:14]([CH3:15])[CH3:16])=[CH:4][CH:3]=1. (3) The product is: [C:9]1([C:15]2[CH:16]=[CH:17][C:18]([S:1]([Cl:5])(=[O:4])=[O:3])=[CH:19][CH:20]=2)[CH:14]=[CH:13][C:12]([S:1]([Cl:5])(=[O:4])=[O:3])=[CH:11][CH:10]=1. Given the reactants [S:1]([Cl:5])(=[O:4])(=[O:3])O.C(Cl)Cl.[C:9]1([C:15]2[CH:20]=[CH:19][CH:18]=[CH:17][CH:16]=2)[CH:14]=[CH:13][CH:12]=[CH:11][CH:10]=1.C(Cl)(Cl)Cl, predict the reaction product.